This data is from Forward reaction prediction with 1.9M reactions from USPTO patents (1976-2016). The task is: Predict the product of the given reaction. (1) Given the reactants Cl[C:2]1[CH:7]=[C:6]([C:8]2[S:12][C:11]([NH:13][C:14]3[CH:19]=[N:18][CH:17]=[CH:16][N:15]=3)=[N:10][C:9]=2[CH3:20])[CH:5]=[CH:4][N:3]=1.[NH2:21][CH2:22][CH2:23][CH2:24][OH:25], predict the reaction product. The product is: [CH3:20][C:9]1[N:10]=[C:11]([NH:13][C:14]2[CH:19]=[N:18][CH:17]=[CH:16][N:15]=2)[S:12][C:8]=1[C:6]1[CH:5]=[CH:4][N:3]=[C:2]([NH:21][CH2:22][CH2:23][CH2:24][OH:25])[CH:7]=1. (2) Given the reactants [C:1]([CH:3]=[C:4]1[CH2:7][N:6]([C:8]([O:10][C:11]([CH3:14])([CH3:13])[CH3:12])=[O:9])[CH2:5]1)#[N:2], predict the reaction product. The product is: [C:1]([CH2:3][CH:4]1[CH2:7][N:6]([C:8]([O:10][C:11]([CH3:14])([CH3:13])[CH3:12])=[O:9])[CH2:5]1)#[N:2].